Dataset: Catalyst prediction with 721,799 reactions and 888 catalyst types from USPTO. Task: Predict which catalyst facilitates the given reaction. (1) Reactant: C[O:2][C:3]([C:5]1([CH2:8][CH2:9][CH2:10][CH2:11][CH2:12][CH2:13][CH2:14][CH2:15][CH2:16][CH2:17][CH2:18][CH2:19][C:20]2([C:23]([NH:25][S:26]([CH3:29])(=[O:28])=[O:27])=[O:24])[CH2:22][CH2:21]2)[CH2:7][CH2:6]1)=[O:4].[OH-].[K+].Cl. Product: [CH3:29][S:26]([NH:25][C:23]([C:20]1([CH2:19][CH2:18][CH2:17][CH2:16][CH2:15][CH2:14][CH2:13][CH2:12][CH2:11][CH2:10][CH2:9][CH2:8][C:5]2([C:3]([OH:4])=[O:2])[CH2:7][CH2:6]2)[CH2:21][CH2:22]1)=[O:24])(=[O:28])=[O:27]. The catalyst class is: 24. (2) Reactant: P12(SP3(SP(SP(S3)(S1)=S)(=S)S2)=S)=[S:2].[Cl:15][C:16]1[N:20]([CH3:21])[N:19]=[C:18]([CH:22]([F:24])[F:23])[C:17]=1[C:25]([NH:27][C:28]1[C:37]2[CH2:36][CH2:35][C:34]([CH3:39])([CH3:38])[CH2:33][C:32]=2[CH:31]=[CH:30][CH:29]=1)=O. Product: [Cl:15][C:16]1[N:20]([CH3:21])[N:19]=[C:18]([CH:22]([F:24])[F:23])[C:17]=1[C:25](=[S:2])[NH:27][C:28]1[C:37]2[CH2:36][CH2:35][C:34]([CH3:39])([CH3:38])[CH2:33][C:32]=2[CH:31]=[CH:30][CH:29]=1. The catalyst class is: 12. (3) Reactant: [Cl:1][C:2]1[C:3]([F:31])=[C:4]([C@@H:8]2[C@:12]([C:15]3[CH:20]=[CH:19][C:18]([Cl:21])=[CH:17][C:16]=3[F:22])([C:13]#[N:14])[C@H:11]([CH2:23][C:24]([CH3:27])([CH3:26])[CH3:25])[NH:10][C@H:9]2[C:28](O)=[O:29])[CH:5]=[CH:6][CH:7]=1.CCN(C(C)C)C(C)C.C([O:45][C:46](=[O:57])[NH:47][CH2:48][CH2:49][C:50]1[CH:55]=[CH:54][C:53]([NH2:56])=[CH:52][CH:51]=1)(C)(C)C.CN(C(ON1N=NC2C=CC=NC1=2)=[N+](C)C)C.F[P-](F)(F)(F)(F)F. Product: [Cl:21][C:18]1[CH:19]=[CH:20][C:15]([C@@:12]2([C:13]#[N:14])[C@H:11]([CH2:23][C:24]([CH3:27])([CH3:26])[CH3:25])[NH:10][C@@H:9]([C:28]([NH:56][C:53]3[CH:52]=[CH:51][C:50]([CH2:49][CH2:48][NH:47][C:46](=[O:57])[OH:45])=[CH:55][CH:54]=3)=[O:29])[C@@H:8]2[C:4]2[CH:5]=[CH:6][CH:7]=[C:2]([Cl:1])[C:3]=2[F:31])=[C:16]([F:22])[CH:17]=1. The catalyst class is: 4. (4) Reactant: [N:1]1[CH:6]=[CH:5][CH:4]=[CH:3][CH:2]=1.[Cu](C#N)C#N.[Br-].[Li+].[C:14](Cl)(=[O:22])[O:15][C:16]1[CH:21]=[CH:20][CH:19]=[CH:18][CH:17]=1.Br[Zn][CH:26]1[CH2:29][CH2:28][CH2:27]1.C([O-])(O)=O.[Na+]. Product: [CH:26]1([CH:4]2[CH:5]=[CH:6][N:1]([C:14]([O:15][C:16]3[CH:21]=[CH:20][CH:19]=[CH:18][CH:17]=3)=[O:22])[CH:2]=[CH:3]2)[CH2:29][CH2:28][CH2:27]1. The catalyst class is: 165.